Dataset: Catalyst prediction with 721,799 reactions and 888 catalyst types from USPTO. Task: Predict which catalyst facilitates the given reaction. (1) Reactant: [CH3:1][S:2]([NH:5][C:6]1[CH:7]=[C:8]2[C:12](=[CH:13][CH:14]=1)[C:11](=[O:15])[N:10]([CH2:16][C:17]([O:19][CH2:20][C:21]1[CH:26]=[CH:25][CH:24]=[CH:23][CH:22]=1)=[O:18])[C:9]2=[O:27])(=[O:4])=[O:3].C([O-])([O-])=O.[K+].[K+].Br[CH2:35][CH2:36][OH:37]. Product: [OH:37][CH2:36][CH2:35][N:5]([C:6]1[CH:7]=[C:8]2[C:12](=[CH:13][CH:14]=1)[C:11](=[O:15])[N:10]([CH2:16][C:17]([O:19][CH2:20][C:21]1[CH:26]=[CH:25][CH:24]=[CH:23][CH:22]=1)=[O:18])[C:9]2=[O:27])[S:2]([CH3:1])(=[O:3])=[O:4]. The catalyst class is: 10. (2) Reactant: Cl[CH2:2]/[CH:3]=[CH:4]\[CH2:5]Cl.[O:7]=[C:8]1[C:16]2[C:11](=[CH:12][CH:13]=[CH:14][CH:15]=2)[C:10](=[O:17])[N:9]1[CH2:18][C:19]1[CH:26]=[C:25]([OH:27])[C:24]([OH:28])=[CH:23][C:20]=1[C:21]#[N:22].C(=O)([O-])[O-].[K+].[K+]. Product: [O:17]=[C:10]1[C:11]2[C:16](=[CH:15][CH:14]=[CH:13][CH:12]=2)[C:8](=[O:7])[N:9]1[CH2:18][C:19]1[C:20]([C:21]#[N:22])=[CH:23][C:24]2[O:28][CH2:5][CH:4]=[CH:3][CH2:2][O:27][C:25]=2[CH:26]=1. The catalyst class is: 3. (3) Reactant: [C:1]([O:5][C:6]([N:8]1[CH2:13][CH2:12][CH:11]([N:14]([C:18]([C:20]2[CH:25]=[CH:24][C:23]([C:26]3[CH:31]=[CH:30][C:29]([C:32](=[O:34])[NH2:33])=[CH:28][CH:27]=3)=[CH:22][CH:21]=2)=[O:19])[CH:15]2[CH2:17][CH2:16]2)[CH2:10][CH2:9]1)=[O:7])(C)([CH3:3])[CH3:2]. Product: [CH:1]([O:5][C:6]([N:8]1[CH2:9][CH2:10][CH:11]([N:14]([C:18]([C:20]2[CH:25]=[CH:24][C:23]([C:26]3[CH:27]=[CH:28][C:29]([C:32](=[O:34])[NH2:33])=[CH:30][CH:31]=3)=[CH:22][CH:21]=2)=[O:19])[CH:15]2[CH2:16][CH2:17]2)[CH2:12][CH2:13]1)=[O:7])([CH3:3])[CH3:2]. The catalyst class is: 330. (4) Reactant: [CH3:1][C:2]1[CH:20]=[C:19]([O:21][Si:22]([CH:29]([CH3:31])[CH3:30])([CH:26]([CH3:28])[CH3:27])[CH:23]([CH3:25])[CH3:24])[CH:18]=[C:17]([CH3:32])[C:3]=1[CH2:4][C:5]1[CH:6]=[C:7]([O:15]C)[C:8]([O:13][CH3:14])=[C:9]([CH:12]=1)C=O.C1C=C(Cl)C=C([C:40](OO)=[O:41])C=1.C(=O)(O)[O-].[Na+]. Product: [CH3:32][C:17]1[CH:18]=[C:19]([O:21][Si:22]([CH:26]([CH3:27])[CH3:28])([CH:23]([CH3:24])[CH3:25])[CH:29]([CH3:30])[CH3:31])[CH:20]=[C:2]([CH3:1])[C:3]=1[CH2:4][C:5]1[CH:12]=[CH:9][C:8]([O:13][CH2:14][O:41][CH3:40])=[C:7]([OH:15])[CH:6]=1. The catalyst class is: 4. (5) Reactant: N12CCN(CC1)CC2.[CH3:9][N:10]([CH3:14])[C:11](Cl)=[S:12].[Cl:15][C:16]1[CH:25]=[CH:24][C:19]([C:20]([O:22][CH3:23])=[O:21])=[C:18]([CH3:26])[C:17]=1[OH:27]. Product: [Cl:15][C:16]1[CH:25]=[CH:24][C:19]([C:20]([O:22][CH3:23])=[O:21])=[C:18]([CH3:26])[C:17]=1[O:27][C:11]([N:10]([CH3:14])[CH3:9])=[S:12]. The catalyst class is: 9. (6) Reactant: [CH3:1][O:2][C:3](=[O:17])[C@@H:4]([NH2:16])[CH2:5][S:6][CH2:7][C:8]1[CH:13]=[CH:12][C:11]([O:14][CH3:15])=[CH:10][CH:9]=1.CCN(CC)CC.[O:25](C(OC(C)(C)C)=O)[C:26]([O:28][C:29]([CH3:32])([CH3:31])[CH3:30])=O. Product: [CH3:1][O:2][C:3](=[O:17])[C@@:4]([NH2:16])([C:26]([O:28][C:29]([CH3:32])([CH3:31])[CH3:30])=[O:25])[CH2:5][S:6][CH2:7][C:8]1[CH:13]=[CH:12][C:11]([O:14][CH3:15])=[CH:10][CH:9]=1. The catalyst class is: 2. (7) Reactant: C(O[C:6](=O)[NH:7][C:8]1[CH:13]=[CH:12][C:11]([O:14][CH2:15][CH2:16][CH2:17][CH3:18])=[CH:10][CH:9]=1)(C)(C)C.FC(F)(F)C(O)=O.ClC[C:29]([N:31]1[CH2:36][CH2:35][N:34]([C:37]2[N:44]=[CH:43][CH:42]=[CH:41][C:38]=2[C:39]#[N:40])[CH2:33][CH2:32]1)=[O:30].C(=O)([O-])[O-].[Cs+].[Cs+]. Product: [CH2:15]([O:14][C:11]1[CH:10]=[CH:9][C:8]([NH:7][CH2:6][C:29]([N:31]2[CH2:32][CH2:33][N:34]([C:37]3[N:44]=[CH:43][CH:42]=[CH:41][C:38]=3[C:39]#[N:40])[CH2:35][CH2:36]2)=[O:30])=[CH:13][CH:12]=1)[CH2:16][CH2:17][CH3:18]. The catalyst class is: 866. (8) Reactant: [C:1]([C:3]1[S:4][CH:5]=[CH:6][N:7]=1)#[N:2].C(N[C@H](C(O)=O)CS)(=O)C.C([O-])(=O)C.[NH4+].C([O:25][C:26](=[O:35])[C:27](=[CH:31][N:32](C)C)[C:28](=O)[CH3:29])C.CC([O-])(C)C.[K+].[OH-].[K+].Cl. Product: [CH3:29][C:28]1[C:27]([C:26]([OH:35])=[O:25])=[CH:31][N:32]=[C:1]([C:3]2[S:4][CH:5]=[CH:6][N:7]=2)[N:2]=1. The catalyst class is: 24. (9) Reactant: [CH3:1][O:2][C:3](=[O:20])[CH2:4][N:5]1[C:9]2[C:10](=O)[C@@H:11]3[CH2:13][C@@H:12]3[C:8]=2[C:7]([C:15]([O:17][CH2:18][CH3:19])=[O:16])=[N:6]1.[CH2:21]([SH:24])[CH2:22][SH:23].C(O)(=O)C.B(F)(F)F.CCOCC. Product: [CH3:1][O:2][C:3](=[O:20])[CH2:4][N:5]1[C:9]2[C:10]3([C@@H:11]4[CH2:13][C@@H:12]4[C:8]=2[C:7]([C:15]([O:17][CH2:18][CH3:19])=[O:16])=[N:6]1)[S:24][CH2:21][CH2:22][S:23]3. The catalyst class is: 2.